Dataset: Full USPTO retrosynthesis dataset with 1.9M reactions from patents (1976-2016). Task: Predict the reactants needed to synthesize the given product. (1) The reactants are: [F:1][C:2]1[CH:3]=[C:4]([C:9]2([OH:14])[CH2:13][CH2:12][NH:11][CH2:10]2)[CH:5]=[C:6]([F:8])[CH:7]=1.[C:15](#N)[CH3:16].C(=O)([O-])[O-].[K+].[K+].ICC. Given the product [F:1][C:2]1[CH:3]=[C:4]([C:9]2([OH:14])[CH2:13][CH2:12][N:11]([CH2:15][CH3:16])[CH2:10]2)[CH:5]=[C:6]([F:8])[CH:7]=1, predict the reactants needed to synthesize it. (2) Given the product [Br:1][C:2]1[CH:6]=[CH:5][NH:4][C:3]=1[C:7]([OH:17])=[O:8], predict the reactants needed to synthesize it. The reactants are: [Br:1][C:2]1[CH:6]=[CH:5][NH:4][C:3]=1[CH:7]=[O:8].CC(=CC)C.C1C[O:17]CC1.Cl([O-])=O.[Na+].C(O)(=O)CC(CC(O)=O)(C(O)=O)O. (3) Given the product [F:41][C:2]([F:1])([F:40])[C:3]1[CH:4]=[C:5]([C@H:13]([N:15]([CH3:39])[C:16]([N:18]2[CH2:23][CH2:22][C@@:21]([NH:24][S:25]([C:27]([CH3:30])([CH3:29])[CH3:28])=[O:26])([CH2:44][CH:43]=[CH2:42])[CH2:20][C@@H:19]2[C:31]2[CH:36]=[CH:35][C:34]([F:37])=[CH:33][C:32]=2[CH3:38])=[O:17])[CH3:14])[CH:6]=[C:7]([C:9]([F:10])([F:11])[F:12])[CH:8]=1, predict the reactants needed to synthesize it. The reactants are: [F:1][C:2]([F:41])([F:40])[C:3]1[CH:4]=[C:5]([C@H:13]([N:15]([CH3:39])[C:16]([N:18]2[CH2:23][CH2:22][C:21](=[N:24][S:25]([C:27]([CH3:30])([CH3:29])[CH3:28])=[O:26])[CH2:20][C@@H:19]2[C:31]2[CH:36]=[CH:35][C:34]([F:37])=[CH:33][C:32]=2[CH3:38])=[O:17])[CH3:14])[CH:6]=[C:7]([C:9]([F:12])([F:11])[F:10])[CH:8]=1.[CH2:42](Br)[CH:43]=[CH2:44].CCOC(C)=O. (4) Given the product [Cl:1][C:2]1[CH:3]=[CH:4][C:5]([O:22][CH3:23])=[C:6]([CH:8]([NH:10][C:11]2[CH:16]=[C:15]([N:24]3[CH2:29][CH2:28][NH:27][CH2:26][CH2:25]3)[CH:14]=[CH:13][C:12]=2[S:18]([CH3:21])(=[O:20])=[O:19])[CH3:9])[CH:7]=1, predict the reactants needed to synthesize it. The reactants are: [Cl:1][C:2]1[CH:3]=[CH:4][C:5]([O:22][CH3:23])=[C:6]([CH:8]([NH:10][C:11]2[CH:16]=[C:15](F)[CH:14]=[CH:13][C:12]=2[S:18]([CH3:21])(=[O:20])=[O:19])[CH3:9])[CH:7]=1.[NH:24]1[CH2:29][CH2:28][NH:27][CH2:26][CH2:25]1.C(N(CC)C(C)C)(C)C. (5) Given the product [C:1]([Si:5]([C:19]1[CH:24]=[CH:23][CH:22]=[CH:21][CH:20]=1)([C:25]1[CH:30]=[CH:29][CH:28]=[CH:27][CH:26]=1)[O:6][CH2:7][C:8]#[C:9][CH2:10][CH2:11][OH:12])([CH3:4])([CH3:2])[CH3:3], predict the reactants needed to synthesize it. The reactants are: [C:1]([Si:5]([C:25]1[CH:30]=[CH:29][CH:28]=[CH:27][CH:26]=1)([C:19]1[CH:24]=[CH:23][CH:22]=[CH:21][CH:20]=1)[O:6][CH2:7][C:8]#[C:9][CH2:10][CH2:11][O:12]C1CCCCO1)([CH3:4])([CH3:3])[CH3:2].CC1C=CC(S([O-])(=O)=O)=CC=1.C1C=C[NH+]=CC=1. (6) Given the product [NH2:2][C:1]1[C:3]([C:4]([NH2:6])=[O:5])=[C:18]([NH:17][C:14]2[CH:13]=[CH:12][C:11]([O:10][CH3:9])=[CH:16][CH:15]=2)[S:19][C:21]=1[C:22](=[O:23])[C:24]1[CH:29]=[CH:28][C:27]([Cl:30])=[CH:26][CH:25]=1, predict the reactants needed to synthesize it. The reactants are: [C:1]([CH2:3][C:4]([NH2:6])=[O:5])#[N:2].[H-].[Na+].[CH3:9][O:10][C:11]1[CH:16]=[CH:15][C:14]([N:17]=[C:18]=[S:19])=[CH:13][CH:12]=1.Br[CH2:21][C:22]([C:24]1[CH:29]=[CH:28][C:27]([Cl:30])=[CH:26][CH:25]=1)=[O:23].C(=O)([O-])[O-].[K+].[K+]. (7) Given the product [CH:1]1([N:6]([CH3:34])[C:7]2[C:8]([CH3:33])=[C:9]([CH:23]=[C:24]([CH:26]3[CH2:31][CH2:30][N:29]([CH3:32])[CH2:28][CH2:27]3)[CH:25]=2)[C:10]([NH:12][CH2:13][C:14]2[C:15](=[O:22])[NH:16][C:17]([CH3:21])=[CH:18][C:19]=2[CH3:20])=[O:11])[CH2:5][CH2:4][CH2:3][CH2:2]1, predict the reactants needed to synthesize it. The reactants are: [CH:1]1([N:6]([CH3:34])[C:7]2[C:8]([CH3:33])=[C:9]([CH:23]=[C:24]([C:26]3[CH2:27][CH2:28][N:29]([CH3:32])[CH2:30][CH:31]=3)[CH:25]=2)[C:10]([NH:12][CH2:13][C:14]2[C:15](=[O:22])[NH:16][C:17]([CH3:21])=[CH:18][C:19]=2[CH3:20])=[O:11])[CH2:5][CH2:4][CH2:3][CH2:2]1. (8) Given the product [Cl:16][C:13]1[CH:14]=[CH:15][C:10]([CH2:9][NH:5][C:2](=[O:69])[CH2:3][O:41][CH3:40])=[CH:11][C:12]=1[NH:17][C:18]1[S:19]/[C:20](=[CH:24]\[C:25]2[CH:26]=[C:27]3[C:32](=[CH:33][CH:34]=2)[N:31]=[CH:30][CH:29]=[CH:28]3)/[C:21](=[O:23])[N:22]=1, predict the reactants needed to synthesize it. The reactants are: C[C:2]([N:5]([CH2:9][C:10]1[CH:15]=[CH:14][C:13]([Cl:16])=[C:12]([NH:17][C:18]2[S:19]/[C:20](=[CH:24]\[C:25]3[CH:26]=[C:27]4[C:32](=[CH:33][CH:34]=3)[N:31]=[CH:30][CH:29]=[CH:28]4)/[C:21](=[O:23])[N:22]=2)[CH:11]=1)C(=O)[O-])(C)[CH3:3].CC(N(CC1C=CC(Cl)=C(NC2SCC(=O)N=2)C=1)[C:40](=O)[O-:41])(C)C.N1C2C(=CC(C=[O:69])=CC=2)C=CC=1.C([O-])(=O)C.[NH2+]1CCCCC1.C(O)C. (9) The reactants are: Cl[C:2]1[CH:13]=[CH:12][C:5]([C:6]([O:8][CH:9]([CH3:11])[CH3:10])=[O:7])=[CH:4][C:3]=1[N+:14]([O-:16])=[O:15].[N:17]1([C:23]2[CH:24]=[C:25]([CH:27]=[CH:28][CH:29]=2)[NH2:26])[CH2:22][CH2:21][CH2:20][CH2:19][CH2:18]1.C(N(CC)CC)C. Given the product [N+:14]([C:3]1[CH:4]=[C:5]([CH:12]=[CH:13][C:2]=1[NH:26][C:25]1[CH:27]=[CH:28][CH:29]=[C:23]([N:17]2[CH2:22][CH2:21][CH2:20][CH2:19][CH2:18]2)[CH:24]=1)[C:6]([O:8][CH:9]([CH3:11])[CH3:10])=[O:7])([O-:16])=[O:15], predict the reactants needed to synthesize it.